Dataset: Full USPTO retrosynthesis dataset with 1.9M reactions from patents (1976-2016). Task: Predict the reactants needed to synthesize the given product. The reactants are: [C:1]([O-:4])(=[S:3])[CH3:2].[K+].Cl[C@H:7]([CH2:11][C:12]1[CH:17]=[CH:16][CH:15]=[CH:14][CH:13]=1)[C:8]([OH:10])=[O:9].S([O-])([O-])(=O)=S.[Na+].[Na+]. Given the product [C:1]([S:3][C@@H:7]([CH2:11][C:12]1[CH:17]=[CH:16][CH:15]=[CH:14][CH:13]=1)[C:8]([OH:10])=[O:9])(=[O:4])[CH3:2], predict the reactants needed to synthesize it.